Dataset: Reaction yield outcomes from USPTO patents with 853,638 reactions. Task: Predict the reaction yield, written as a fraction of the theoretical maximum amount of product (1.0 means a 100% yield; for example, 0.34 means a 34% yield). (1) The reactants are [CH3:1][O:2][C:3]1[CH:8]=[CH:7][C:6]([C:9]([NH:24][C:25]2[CH2:26][O:27][C:28]([CH3:51])([CH3:50])[C:29]([F:49])([F:48])[C@:30]([C:33]3[CH:38]=[C:37](B4OCC(C)(C)CO4)[CH:36]=[CH:35][C:34]=3[F:47])([CH3:32])[N:31]=2)([C:16]2[CH:21]=[CH:20][C:19]([O:22][CH3:23])=[CH:18][CH:17]=2)[C:10]2[CH:15]=[CH:14][CH:13]=[CH:12][CH:11]=2)=[CH:5][CH:4]=1.Br[C:53]1[N:54]=[CH:55][N:56]([C:58]2[CH:63]=[CH:62][CH:61]=[CH:60][N:59]=2)[CH:57]=1. No catalyst specified. The product is [CH3:1][O:2][C:3]1[CH:4]=[CH:5][C:6]([C:9]([NH:24][C:25]2[CH2:26][O:27][C:28]([CH3:51])([CH3:50])[C:29]([F:48])([F:49])[C@:30]([C:33]3[CH:38]=[C:37]([C:53]4[N:54]=[CH:55][N:56]([C:58]5[CH:63]=[CH:62][CH:61]=[CH:60][N:59]=5)[CH:57]=4)[CH:36]=[CH:35][C:34]=3[F:47])([CH3:32])[N:31]=2)([C:16]2[CH:17]=[CH:18][C:19]([O:22][CH3:23])=[CH:20][CH:21]=2)[C:10]2[CH:11]=[CH:12][CH:13]=[CH:14][CH:15]=2)=[CH:7][CH:8]=1. The yield is 0.250. (2) The reactants are Br[C:2]1[S:3][CH:4]=[C:5]([C:7]([O:9][CH2:10][CH3:11])=[O:8])[N:6]=1.[F:12][C:13]1[CH:18]=[CH:17][CH:16]=[C:15]([F:19])[C:14]=1B1OC(C)(C)C(C)(C)O1.CCN(C(C)C)C(C)C. The catalyst is CC(C)([P](C(C)(C)C)([Pd][P](C(C)(C)C)(C(C)(C)C)C(C)(C)C)C(C)(C)C)C. The product is [F:12][C:13]1[CH:18]=[CH:17][CH:16]=[C:15]([F:19])[C:14]=1[C:2]1[S:3][CH:4]=[C:5]([C:7]([O:9][CH2:10][CH3:11])=[O:8])[N:6]=1. The yield is 0.750. (3) The catalyst is C(O)C. The yield is 0.250. The reactants are [CH2:1]([O:8][C:9]1[C:10]([NH2:15])=[N:11][CH:12]=[CH:13][CH:14]=1)[C:2]1[CH:7]=[CH:6][CH:5]=[CH:4][CH:3]=1.Br[CH2:17][C:18]([C:20]1[CH:25]=[CH:24][C:23]([F:26])=[CH:22][CH:21]=1)=O. The product is [CH2:1]([O:8][C:9]1[C:10]2[N:11]([CH:17]=[C:18]([C:20]3[CH:25]=[CH:24][C:23]([F:26])=[CH:22][CH:21]=3)[N:15]=2)[CH:12]=[CH:13][CH:14]=1)[C:2]1[CH:3]=[CH:4][CH:5]=[CH:6][CH:7]=1.